Predict the reactants needed to synthesize the given product. From a dataset of Full USPTO retrosynthesis dataset with 1.9M reactions from patents (1976-2016). (1) Given the product [OH:10][C:7]1[C:8]([CH:24]=[O:25])=[CH:9][C:3]2[O:2][CH2:1][O:5][C:4]=2[CH:6]=1, predict the reactants needed to synthesize it. The reactants are: [CH2:1]1[O:5][C:4]2[CH:6]=[C:7]([OH:10])[CH:8]=[CH:9][C:3]=2[O:2]1.C1N2CN3CN(C2)CN1C3.Cl.FC(F)(F)[C:24](O)=[O:25]. (2) Given the product [CH2:26]([O:28][C:29](=[O:49])[CH:30]([NH:42][C:43]([O:45][CH2:46][CH:47]=[CH2:48])=[O:44])[CH2:31][C:32]1[O:36][N:35]=[C:34]([CH:37]2[CH2:41][CH2:40][CH2:39][N:38]2[C:11](=[O:13])[CH2:10][C:7]2[CH:6]=[CH:5][C:4]([N+:1]([O-:3])=[O:2])=[CH:9][CH:8]=2)[CH:33]=1)[CH3:27], predict the reactants needed to synthesize it. The reactants are: [N+:1]([C:4]1[CH:9]=[CH:8][C:7]([CH2:10][C:11]([OH:13])=O)=[CH:6][CH:5]=1)([O-:3])=[O:2].O.OC1C2N=NNC=2C=CC=1.Cl.[CH2:26]([O:28][C:29](=[O:49])[CH:30]([NH:42][C:43]([O:45][CH2:46][CH:47]=[CH2:48])=[O:44])[CH2:31][C:32]1[O:36][N:35]=[C:34]([CH:37]2[CH2:41][CH2:40][CH2:39][NH:38]2)[CH:33]=1)[CH3:27].C(N(CC)CC)C. (3) Given the product [OH:1][C:2]1[CH:10]=[C:9]([NH:11][S:12]([C:15]2[CH:16]=[C:17]([C:21]3[CH:26]=[CH:25][CH:24]=[C:23]([C:27]([O:29][CH:30]([CH3:32])[CH3:31])=[O:28])[CH:22]=3)[CH:18]=[CH:19][CH:20]=2)(=[O:14])=[O:13])[CH:8]=[CH:7][C:3]=1[C:4]([O:6][CH3:33])=[O:5], predict the reactants needed to synthesize it. The reactants are: [OH:1][C:2]1[CH:10]=[C:9]([NH:11][S:12]([C:15]2[CH:16]=[C:17]([C:21]3[CH:26]=[CH:25][CH:24]=[C:23]([C:27]([O:29][CH:30]([CH3:32])[CH3:31])=[O:28])[CH:22]=3)[CH:18]=[CH:19][CH:20]=2)(=[O:14])=[O:13])[CH:8]=[CH:7][C:3]=1[C:4]([OH:6])=[O:5].[C:33](N1C=CN=C1)(N1C=CN=C1)=O.CO.N1C=CC=CC=1. (4) Given the product [NH2:13][C:7]1[N:6]=[C:5]([C:3]([NH2:14])=[O:2])[CH:10]=[C:9]([S:11][CH3:12])[CH:8]=1, predict the reactants needed to synthesize it. The reactants are: C[O:2][C:3]([C:5]1[CH:10]=[C:9]([S:11][CH3:12])[CH:8]=[C:7]([NH2:13])[N:6]=1)=O.[NH3:14]. (5) Given the product [C:8]([O:7][CH2:6][CH2:5][CH2:4][CH2:3][CH2:2][N:11]=[N+:12]=[N-:13])(=[O:10])[CH3:9], predict the reactants needed to synthesize it. The reactants are: Cl[CH2:2][CH2:3][CH2:4][CH2:5][CH2:6][O:7][C:8](=[O:10])[CH3:9].[N-:11]=[N+:12]=[N-:13].[Na+].